From a dataset of Reaction yield outcomes from USPTO patents with 853,638 reactions. Predict the reaction yield, written as a fraction of the theoretical maximum amount of product (1.0 means a 100% yield; for example, 0.34 means a 34% yield). (1) No catalyst specified. The reactants are [CH:1]([C:5]1[CH:10]=[CH:9][CH:8]=[CH:7][C:6]=1[OH:11])([CH2:3][CH3:4])[CH3:2].[C:12]1(=O)[O:17][C:15](=[O:16])[C:14]2=[CH:18][CH:19]=[CH:20][CH:21]=[C:13]12. The product is [OH:11][C:6]1[CH:7]=[CH:8][C:9]([C:12]2([C:9]3[CH:8]=[CH:7][C:6]([OH:11])=[C:5]([CH:1]([CH2:3][CH3:4])[CH3:2])[CH:10]=3)[C:13]3[C:14](=[CH:18][CH:19]=[CH:20][CH:21]=3)[C:15](=[O:16])[O:17]2)=[CH:10][C:5]=1[CH:1]([CH2:3][CH3:4])[CH3:2]. The yield is 0.770. (2) The reactants are C([O:4][CH2:5][C:6]1[C:11]([C:12]2[CH:17]=[CH:16][N:15]=[C:14]([NH2:18])[C:13]=2[NH2:19])=[CH:10][CH:9]=[CH:8][C:7]=1[N:20]1[C:26](=[O:27])[C:25]2[C:28]([F:35])=[CH:29][C:30]([CH:32]3[CH2:34][CH2:33]3)=[CH:31][C:24]=2[O:23][CH2:22][CH2:21]1)(=O)C.[CH3:36][N:37]([CH3:46])[C:38]1[CH:39]=[CH:40][C:41]([CH:44]=O)=[N:42][CH:43]=1. No catalyst specified. The product is [CH:32]1([C:30]2[CH:29]=[C:28]([F:35])[C:25]3[C:26](=[O:27])[N:20]([C:7]4[CH:8]=[CH:9][CH:10]=[C:11]([C:12]5[CH:17]=[CH:16][N:15]=[C:14]6[NH:18][C:44]([C:41]7[CH:40]=[CH:39][C:38]([N:37]([CH3:46])[CH3:36])=[CH:43][N:42]=7)=[N:19][C:13]=56)[C:6]=4[CH2:5][OH:4])[CH2:21][CH2:22][O:23][C:24]=3[CH:31]=2)[CH2:34][CH2:33]1. The yield is 0.420. (3) The reactants are [OH:1][CH2:2][CH2:3][CH2:4][C:5]1[C:13]2[O:12][CH2:11][CH:10]([C:14]3[CH:19]=[CH:18][C:17]([CH:20]([CH3:22])[CH3:21])=[CH:16][CH:15]=3)[C:9]=2[C:8]([CH3:23])=[C:7]([NH:24][C:25](=[O:32])OCC(Cl)(Cl)Cl)[C:6]=1[CH3:33].[NH2:34][CH2:35][CH2:36][OH:37]. The catalyst is CCCCCC.C(OCC)(=O)C. The product is [OH:37][CH2:36][CH2:35][NH:34][C:25]([NH:24][C:7]1[C:6]([CH3:33])=[C:5]([CH2:4][CH2:3][CH2:2][OH:1])[C:13]2[O:12][CH2:11][CH:10]([C:14]3[CH:15]=[CH:16][C:17]([CH:20]([CH3:22])[CH3:21])=[CH:18][CH:19]=3)[C:9]=2[C:8]=1[CH3:23])=[O:32]. The yield is 0.530. (4) The product is [CH2:1]([O:8][C:9](=[O:30])[NH:10][C@@H:11]([CH3:29])[CH2:12][N:13]1[C:21]2[C:16](=[CH:17][CH:18]=[C:19]3[O:24][C:23]([CH2:25][NH2:26])=[CH:22][C:20]3=2)[CH:15]=[N:14]1)[C:2]1[CH:7]=[CH:6][CH:5]=[CH:4][CH:3]=1. The yield is 0.920. The reactants are [CH2:1]([O:8][C:9](=[O:30])[NH:10][C@@H:11]([CH3:29])[CH2:12][N:13]1[C:21]2[C:16](=[CH:17][CH:18]=[C:19]3[O:24][C:23]([CH2:25][N:26]=[N+]=[N-])=[CH:22][C:20]3=2)[CH:15]=[N:14]1)[C:2]1[CH:7]=[CH:6][CH:5]=[CH:4][CH:3]=1.C1(P(C2C=CC=CC=2)C2C=CC=CC=2)C=CC=CC=1.O. The catalyst is C1COCC1. (5) The reactants are [CH3:1][O:2][C:3]1[CH:4]=[C:5]2[C:10](=[CH:11][C:12]=1[O:13][CH3:14])[N:9]=[CH:8][N:7]=[C:6]2[O:15][C:16]1[CH:17]=[C:18]([CH:20]=[CH:21][CH:22]=1)[NH2:19].[O:23]1[CH2:28][CH2:27][CH:26]([C:29]2[CH:33]=[C:32]([NH:34][C:35](=O)[O:36]C3C=CC=CC=3)[O:31][N:30]=2)[CH2:25][CH2:24]1.COC1C=C2C(=CC=1OC)N=CN=C2OC1C=C(NC(NC2ON=C(C(C)C)C=2)=O)C=CC=1. No catalyst specified. The product is [CH3:1][O:2][C:3]1[CH:4]=[C:5]2[C:10](=[CH:11][C:12]=1[O:13][CH3:14])[N:9]=[CH:8][N:7]=[C:6]2[O:15][C:16]1[CH:17]=[C:18]([NH:19][C:35]([NH:34][C:32]2[O:31][N:30]=[C:29]([CH:26]3[CH2:27][CH2:28][O:23][CH2:24][CH2:25]3)[CH:33]=2)=[O:36])[CH:20]=[CH:21][CH:22]=1. The yield is 0.460. (6) The reactants are N1CCC[C@H]1C1C=C(C=O)C=NC=1.[C:14]([O:18][C:19]([N:21](C)[C@@H:22](C)C(N[C@@H](C1CCCCC1)C(O)=O)=O)=[O:20])([CH3:17])([CH3:16])[CH3:15].O.[Cl-].COC1N=C(OC)N=C([N+]2(C)CCOCC2)N=1. The catalyst is C1COCC1.CCOC(C)=O. The product is [C:14]([O:18][C:19](=[O:20])[NH:21][CH3:22])([CH3:17])([CH3:16])[CH3:15]. The yield is 0.880.